Dataset: Reaction yield outcomes from USPTO patents with 853,638 reactions. Task: Predict the reaction yield, written as a fraction of the theoretical maximum amount of product (1.0 means a 100% yield; for example, 0.34 means a 34% yield). (1) The product is [O:1]=[C:2]1[C:10]2[C:5](=[CH:6][CH:7]=[CH:8][CH:9]=2)[C:4](=[O:11])[N:3]1[CH2:12][CH2:13][CH2:14][CH2:15][S:16]([C:17]1[CH:18]=[C:19]([NH:26][C:27]([N:29]2[CH2:30][CH2:31][CH2:32][CH2:33]2)=[O:28])[CH:20]=[C:21]([N+:23]([O-:25])=[O:24])[CH:22]=1)=[O:35]. The yield is 0.830. The catalyst is C(#N)C.O. The reactants are [O:1]=[C:2]1[C:10]2[C:5](=[CH:6][CH:7]=[CH:8][CH:9]=2)[C:4](=[O:11])[N:3]1[CH2:12][CH2:13][CH2:14][CH2:15][S:16][C:17]1[CH:18]=[C:19]([NH:26][C:27]([N:29]2[CH2:33][CH2:32][CH2:31][CH2:30]2)=[O:28])[CH:20]=[C:21]([N+:23]([O-:25])=[O:24])[CH:22]=1.I(O)(=O)(=O)=[O:35].O.O.O.O.O.S([O-])([O-])(=O)=S.[Na+].[Na+]. (2) The reactants are [CH3:1][O:2][C:3]1[CH:11]=[CH:10][CH:9]=[C:8]2[C:4]=1[CH:5]=[C:6]([C:12](OC)=O)[NH:7]2.[H-].[Al+3].[Li+].[H-].[H-].[H-].O. The catalyst is O1CCOCC1.O1CCCC1. The product is [CH3:1][O:2][C:3]1[CH:11]=[CH:10][CH:9]=[C:8]2[C:4]=1[CH:5]=[C:6]([CH3:12])[NH:7]2. The yield is 0.990. (3) The reactants are Cl.[NH2:2][C@@H:3]([C:14]([NH2:16])=[O:15])[CH2:4][C:5]1[C:13]2[C:8](=[CH:9][CH:10]=[CH:11][CH:12]=2)[NH:7][CH:6]=1.[NH:17]([C:32]([O:34][C:35]([CH3:38])([CH3:37])[CH3:36])=[O:33])[C@@H:18]([C:29]([OH:31])=O)[CH2:19][C:20]1[C:28]2[C:23](=[CH:24][CH:25]=[CH:26][CH:27]=2)[NH:22][CH:21]=1.CN1CCOCC1.F[P-](F)(F)(F)(F)F.N1(O[P+](N(C)C)(N(C)C)N(C)C)C2C=CC=CC=2N=N1. The catalyst is CN(C=O)C.C(OCC)(=O)C. The product is [NH:17]([C:32]([O:34][C:35]([CH3:38])([CH3:37])[CH3:36])=[O:33])[C@@H:18]([C:29]([NH:2][C@@H:3]([C:14]([NH2:16])=[O:15])[CH2:4][C:5]1[C:13]2[C:8](=[CH:9][CH:10]=[CH:11][CH:12]=2)[NH:7][CH:6]=1)=[O:31])[CH2:19][C:20]1[C:28]2[C:23](=[CH:24][CH:25]=[CH:26][CH:27]=2)[NH:22][CH:21]=1. The yield is 0.850. (4) The reactants are [Cl:1][C:2]1[CH:3]=[C:4]([C:9]2([CH:15]=O)[CH2:14][CH2:13][CH2:12][CH2:11][CH2:10]2)[CH:5]=[CH:6][C:7]=1[F:8].[CH3:17][NH2:18]. No catalyst specified. The product is [Cl:1][C:2]1[CH:3]=[C:4]([C:9]2([CH2:15][NH:18][CH3:17])[CH2:14][CH2:13][CH2:12][CH2:11][CH2:10]2)[CH:5]=[CH:6][C:7]=1[F:8]. The yield is 0.550. (5) The reactants are [F:1][C:2]1[CH:3]=[CH:4][C:5]2[N:10]([C:11]3[CH:16]=[CH:15][CH:14]=[CH:13][CH:12]=3)[S:9](=[O:18])(=[O:17])[CH2:8][O:7][C:6]=2[CH:19]=1.C[Si]([N-][Si](C)(C)C)(C)C.[Li+].[CH2:30](Br)[CH:31]=[CH2:32]. The catalyst is O1CCCC1. The product is [CH2:32]([CH:8]1[O:7][C:6]2[CH:19]=[C:2]([F:1])[CH:3]=[CH:4][C:5]=2[N:10]([C:11]2[CH:16]=[CH:15][CH:14]=[CH:13][CH:12]=2)[S:9]1(=[O:18])=[O:17])[CH:31]=[CH2:30]. The yield is 0.770. (6) The reactants are [Li+].[OH-].C[O:4][C:5]([C:7]1[CH:20]=[C:19]2[C:10]([O:11][C:12]3[CH:17]([NH:18]2)[NH:16][C:15](=[O:21])[N:14]([CH:22]2[CH2:27][CH2:26][N:25]([CH2:28][CH2:29][CH2:30][NH:31][C:32]([O:34][C:35]([CH3:38])([CH3:37])[CH3:36])=[O:33])[CH2:24][CH2:23]2)[CH:13]=3)=[CH:9][CH:8]=1)=[O:6]. The catalyst is C1COCC1. The product is [C:35]([O:34][C:32]([NH:31][CH2:30][CH2:29][CH2:28][N:25]1[CH2:24][CH2:23][CH:22]([N:14]2[CH:13]=[C:12]3[C:17]([NH:18][C:19]4[C:10]([O:11]3)=[CH:9][CH:8]=[C:7]([C:5]([OH:6])=[O:4])[CH:20]=4)=[N:16][C:15]2=[O:21])[CH2:27][CH2:26]1)=[O:33])([CH3:38])([CH3:36])[CH3:37]. The yield is 0.560. (7) The reactants are O=[C:2]1[CH2:7][CH2:6][N:5]([C:8]([O:10][C:11]([CH3:14])([CH3:13])[CH3:12])=[O:9])[CH2:4][CH2:3]1.[NH2:15][CH2:16][CH2:17][OH:18].C(O[BH-](OC(=O)C)OC(=O)C)(=O)C.[Na+].[OH-].[Na+]. The yield is 0.890. The catalyst is ClCCCl.C(O)(=O)C. The product is [OH:18][CH2:17][CH2:16][NH:15][CH:2]1[CH2:7][CH2:6][N:5]([C:8]([O:10][C:11]([CH3:14])([CH3:13])[CH3:12])=[O:9])[CH2:4][CH2:3]1. (8) The reactants are [O:1]1[CH2:6][CH2:5][N:4]([C:7]2[N:12]=[C:11]([N:13]3[CH2:18][CH2:17][O:16][CH2:15][CH2:14]3)[N:10]=[C:9]([C:19]3[CH:26]=[CH:25][C:22]([C:23]#[N:24])=[CH:21][CH:20]=3)[N:8]=2)[CH2:3][CH2:2]1.[N-:27]=[N+:28]=[N-:29].[Na+].Cl.C(N(CC)CC)C. The catalyst is CN(C=O)C. The product is [N:4]1([C:7]2[N:12]=[C:11]([N:13]3[CH2:14][CH2:15][O:16][CH2:17][CH2:18]3)[N:10]=[C:9]([C:19]3[CH:20]=[CH:21][C:22]([C:23]4[N:27]=[N:28][NH:29][N:24]=4)=[CH:25][CH:26]=3)[N:8]=2)[CH2:5][CH2:6][O:1][CH2:2][CH2:3]1. The yield is 0.970.